This data is from Catalyst prediction with 721,799 reactions and 888 catalyst types from USPTO. The task is: Predict which catalyst facilitates the given reaction. (1) Reactant: [F:1][CH:2]([F:43])[C:3]1[N:7]([C:8]2[N:13]=[C:12]([N:14]3[CH2:19][CH2:18][O:17][CH2:16][CH2:15]3)[N:11]=[C:10]([N:20]([CH:27]3[CH2:32][CH2:31][N:30]([S:33]([CH3:36])(=[O:35])=[O:34])[CH2:29][CH2:28]3)[CH2:21][CH2:22][CH2:23][N:24]([CH3:26])[CH3:25])[N:9]=2)[C:6]2[CH:37]=[CH:38][CH:39]=[C:40]([O:41][CH3:42])[C:5]=2[N:4]=1.[ClH:44]. Product: [ClH:44].[F:43][CH:2]([F:1])[C:3]1[N:7]([C:8]2[N:13]=[C:12]([N:14]3[CH2:15][CH2:16][O:17][CH2:18][CH2:19]3)[N:11]=[C:10]([N:20]([CH:27]3[CH2:28][CH2:29][N:30]([S:33]([CH3:36])(=[O:35])=[O:34])[CH2:31][CH2:32]3)[CH2:21][CH2:22][CH2:23][N:24]([CH3:26])[CH3:25])[N:9]=2)[C:6]2[CH:37]=[CH:38][CH:39]=[C:40]([O:41][CH3:42])[C:5]=2[N:4]=1. The catalyst class is: 5. (2) Reactant: C1(C)C=CC(S([O-])(=O)=O)=CC=1.[C:12]([C:15]1([C:21]2[CH:26]=[CH:25][CH:24]=[CH:23][CH:22]=2)[CH2:20][CH2:19][NH2+:18][CH2:17][CH2:16]1)(O)=[O:13].[H-].[Al+3].[Li+].[H-].[H-].[H-].[Cl-].[Cl-].[Cl-].[Al+3].[OH-].[Na+]. Product: [C:21]1([C:15]2([CH2:12][OH:13])[CH2:16][CH2:17][NH:18][CH2:19][CH2:20]2)[CH:22]=[CH:23][CH:24]=[CH:25][CH:26]=1. The catalyst class is: 280.